From a dataset of Full USPTO retrosynthesis dataset with 1.9M reactions from patents (1976-2016). Predict the reactants needed to synthesize the given product. (1) Given the product [C:21]([O:20][C:18]([N:12]1[CH2:17][CH2:16][N:15]([CH:2]2[CH2:7][CH2:6][CH:5]([CH2:8][C:9]([OH:11])=[O:10])[CH2:4][CH2:3]2)[CH2:14][CH2:13]1)=[O:19])([CH3:24])([CH3:22])[CH3:23], predict the reactants needed to synthesize it. The reactants are: O=[C:2]1[CH2:7][CH2:6][CH:5]([CH2:8][C:9]([OH:11])=[O:10])[CH2:4][CH2:3]1.[N:12]1([C:18]([O:20][C:21]([CH3:24])([CH3:23])[CH3:22])=[O:19])[CH2:17][CH2:16][NH:15][CH2:14][CH2:13]1. (2) Given the product [Cl:1][C:2]1[CH:3]=[N:4][CH:5]=[C:6]([Cl:20])[C:7]=1[S:8][C:9]1[S:13][C:12]([C:14]([NH:30][CH2:29][CH2:28][CH2:27][N:21]2[CH2:26][CH2:25][CH2:24][CH2:23][CH2:22]2)=[O:15])=[CH:11][C:10]=1[N+:17]([O-:19])=[O:18], predict the reactants needed to synthesize it. The reactants are: [Cl:1][C:2]1[CH:3]=[N:4][CH:5]=[C:6]([Cl:20])[C:7]=1[S:8][C:9]1[S:13][C:12]([C:14](Cl)=[O:15])=[CH:11][C:10]=1[N+:17]([O-:19])=[O:18].[N:21]1([CH2:27][CH2:28][CH2:29][NH2:30])[CH2:26][CH2:25][CH2:24][CH2:23][CH2:22]1. (3) The reactants are: [CH:1]1[CH:2]=[CH:3][C:4]2[NH:11][C:9](=[O:10])[CH:8]=[C:7]([CH2:12][CH:13]([NH:17][C:18]([C:20]3[CH:21]=[CH:22][C:23]([Cl:26])=[CH:24][CH:25]=3)=[O:19])[C:14]([OH:16])=[O:15])[C:5]=2[CH:6]=1.Br[CH2:28]/[CH:29]=[CH:30]\[CH2:31][N:32]1[CH2:37][CH2:36][O:35][CH2:34][CH2:33]1. Given the product [Cl:26][C:23]1[CH:24]=[CH:25][C:20]([C:18]([NH:17][CH:13]([CH2:12][C:7]2[C:5]3[C:4](=[CH:3][CH:2]=[CH:1][CH:6]=3)[NH:11][C:9](=[O:10])[CH:8]=2)[C:14]([O:16][CH2:28]/[CH:29]=[CH:30]\[CH2:31][N:32]2[CH2:37][CH2:36][O:35][CH2:34][CH2:33]2)=[O:15])=[O:19])=[CH:21][CH:22]=1, predict the reactants needed to synthesize it. (4) Given the product [CH3:1][O:2][C:3]([C:5]1[CH:13]=[C:12]2[C:8]([C:9]3[CH:17]=[C:16]([CH3:18])[CH:15]=[N:14][C:10]=3[NH:11]2)=[C:7]([C:27]2[CH:28]=[CH:29][CH:30]=[C:25]([S:22]([CH2:20][CH3:21])(=[O:23])=[O:24])[CH:26]=2)[CH:6]=1)=[O:4], predict the reactants needed to synthesize it. The reactants are: [CH3:1][O:2][C:3]([C:5]1[CH:13]=[C:12]2[C:8]([C:9]3[CH:17]=[C:16]([CH3:18])[CH:15]=[N:14][C:10]=3[NH:11]2)=[C:7](I)[CH:6]=1)=[O:4].[CH2:20]([S:22]([C:25]1[CH:26]=[C:27](C2C3C4N=CC=NC=4NC=3C=CC=2)[CH:28]=[CH:29][CH:30]=1)(=[O:24])=[O:23])[CH3:21].